This data is from Full USPTO retrosynthesis dataset with 1.9M reactions from patents (1976-2016). The task is: Predict the reactants needed to synthesize the given product. Given the product [Cl:23][C:24]1[N:29]=[C:28]([O:1][C:2]2[CH:22]=[CH:21][CH:20]=[CH:19][C:3]=2[CH2:4][NH:5][C:6]([NH:8][C:9]2[O:10][C:11]([C:14]3[O:15][CH:16]=[CH:17][CH:18]=3)=[N:12][N:13]=2)=[O:7])[CH:27]=[CH:26][N:25]=1, predict the reactants needed to synthesize it. The reactants are: [OH:1][C:2]1[CH:22]=[CH:21][CH:20]=[CH:19][C:3]=1[CH2:4][NH:5][C:6]([NH:8][C:9]1[O:10][C:11]([C:14]2[O:15][CH:16]=[CH:17][CH:18]=2)=[N:12][N:13]=1)=[O:7].[Cl:23][C:24]1[N:29]=[C:28](Cl)[CH:27]=[CH:26][N:25]=1.[OH-].[Na+].